From a dataset of Full USPTO retrosynthesis dataset with 1.9M reactions from patents (1976-2016). Predict the reactants needed to synthesize the given product. Given the product [F:51][C:50]1[C:45]([C:18]2[CH:17]=[N:16][C:15]([C:13]([N:9]3[CH2:8][C@@H:7]4[CH2:12][C@H:10]3[CH2:11][N:6]4[C:4]([C@@H:3]([NH:30][C:31]([C:33]3[NH:34][C:35]4[C:40]([CH:41]=3)=[CH:39][CH:38]=[CH:37][CH:36]=4)=[O:32])[C:2]([CH3:1])([CH3:42])[CH3:43])=[O:5])=[O:14])=[CH:20][CH:19]=2)=[N:46][CH:47]=[CH:48][CH:49]=1, predict the reactants needed to synthesize it. The reactants are: [CH3:1][C:2]([CH3:43])([CH3:42])[C@H:3]([NH:30][C:31]([C:33]1[NH:34][C:35]2[C:40]([CH:41]=1)=[CH:39][CH:38]=[CH:37][CH:36]=2)=[O:32])[C:4]([N:6]1[CH2:11][C@@H:10]2[CH2:12][C@H:7]1[CH2:8][N:9]2[C:13]([C:15]1[CH:20]=[CH:19][C:18](B2OC(C)(C)C(C)(C)O2)=[CH:17][N:16]=1)=[O:14])=[O:5].Br[C:45]1[C:50]([F:51])=[CH:49][CH:48]=[CH:47][N:46]=1.C(=O)([O-])[O-].[Na+].[Na+].